This data is from Reaction yield outcomes from USPTO patents with 853,638 reactions. The task is: Predict the reaction yield, written as a fraction of the theoretical maximum amount of product (1.0 means a 100% yield; for example, 0.34 means a 34% yield). (1) The reactants are [O:1]1[CH:5]=[CH:4][CH:3]=[C:2]1[CH2:6][CH2:7][OH:8].[C:9]1([CH3:19])[CH:14]=[CH:13][C:12]([S:15](Cl)(=[O:17])=[O:16])=[CH:11][CH:10]=1. The catalyst is N1C=CC=CC=1.C(Cl)(Cl)Cl. The product is [O:1]1[CH:5]=[CH:4][CH:3]=[C:2]1[CH2:6][CH2:7][O:8][S:15]([C:12]1[CH:13]=[CH:14][C:9]([CH3:19])=[CH:10][CH:11]=1)(=[O:17])=[O:16]. The yield is 0.320. (2) The reactants are [Cl:1][C:2]1[C:7](=[O:8])[N:6]([CH2:9][C:10]([NH:12][CH2:13][C:14]2[CH:19]=[CH:18][N:17]=[CH:16][CH:15]=2)=O)[N:5]=[CH:4][C:3]=1[NH:20][C@@H:21]1[CH2:26][C@@H:25]2[CH2:27][C@@H:23]([C:24]2([CH3:29])[CH3:28])[C@H:22]1[CH3:30].[H-].[Al+3].[Li+].[H-].[H-].[H-].O.S([O-])([O-])(=O)=O.[Mg+2].O1CC[CH2:46][CH2:45]1. The catalyst is C(OCC)(=O)C. The product is [Cl:1][C:2]1[C:7](=[O:8])[N:6]([CH2:9][CH2:10][NH:12][CH:13]([C:14]2[CH:19]=[CH:18][N:17]=[CH:16][CH:15]=2)[CH2:45][CH3:46])[N:5]=[CH:4][C:3]=1[NH:20][C@@H:21]1[CH2:26][C@@H:25]2[CH2:27][C@@H:23]([C:24]2([CH3:29])[CH3:28])[C@H:22]1[CH3:30]. The yield is 0.250. (3) The reactants are [C:1]1([CH:7]([CH3:9])[CH3:8])[CH:6]=[CH:5][CH:4]=[CH:3][CH:2]=1.[Cl-].[Al+3].[Cl-].[Cl-].[Br:14][CH2:15][C:16](Br)=[O:17]. The catalyst is ClCCl. The product is [Br:14][CH2:15][C:16]([C:4]1[CH:5]=[CH:6][C:1]([CH:7]([CH3:9])[CH3:8])=[CH:2][CH:3]=1)=[O:17]. The yield is 0.990. (4) The reactants are [C:1]([O:5][C:6](=[O:20])[CH2:7][C@H:8]([CH2:12][C@H:13]([CH3:19])[CH2:14][CH2:15][CH2:16][CH2:17][CH3:18])[C:9](O)=[O:10])([CH3:4])([CH3:3])[CH3:2]. The catalyst is C1COCC1. The product is [C:1]([O:5][C:6](=[O:20])[CH2:7][C@@H:8]([CH2:9][OH:10])[CH2:12][C@H:13]([CH3:19])[CH2:14][CH2:15][CH2:16][CH2:17][CH3:18])([CH3:2])([CH3:4])[CH3:3]. The yield is 0.680. (5) The reactants are [CH2:1]([N:3]1[C:8]2[N:9]=[C:10]([NH:13][C:14]3[CH:19]=[CH:18][C:17]([N:20]4[CH2:25][CH2:24][N:23]([CH3:26])[CH2:22][CH2:21]4)=[CH:16][CH:15]=3)[N:11]=[CH:12][C:7]=2[CH:6]=[C:5](B(O)O)[C:4]1=[O:30])[CH3:2].Br[C:32]1[CH:37]=[CH:36][C:35]([S:38]([CH3:41])(=[O:40])=[O:39])=[CH:34][C:33]=1[Cl:42].C(=O)([O-])[O-].[Na+].[Na+]. The catalyst is C1C=CC([P]([Pd]([P](C2C=CC=CC=2)(C2C=CC=CC=2)C2C=CC=CC=2)([P](C2C=CC=CC=2)(C2C=CC=CC=2)C2C=CC=CC=2)[P](C2C=CC=CC=2)(C2C=CC=CC=2)C2C=CC=CC=2)(C2C=CC=CC=2)C2C=CC=CC=2)=CC=1.C(COC)OC.O. The product is [Cl:42][C:33]1[CH:34]=[C:35]([S:38]([CH3:41])(=[O:40])=[O:39])[CH:36]=[CH:37][C:32]=1[C:5]1[C:4](=[O:30])[N:3]([CH2:1][CH3:2])[C:8]2[N:9]=[C:10]([NH:13][C:14]3[CH:15]=[CH:16][C:17]([N:20]4[CH2:21][CH2:22][N:23]([CH3:26])[CH2:24][CH2:25]4)=[CH:18][CH:19]=3)[N:11]=[CH:12][C:7]=2[CH:6]=1. The yield is 0.370.